Dataset: Reaction yield outcomes from USPTO patents with 853,638 reactions. Task: Predict the reaction yield, written as a fraction of the theoretical maximum amount of product (1.0 means a 100% yield; for example, 0.34 means a 34% yield). (1) The reactants are [F:1][C:2]1[CH:3]=[C:4]([NH:10][C:11]2[C:16]([C:17]3[N:22]=[C:21]([CH3:23])[N:20]=[C:19]([N:24](CC4C=CC(OC)=CC=4)CC4C=CC(OC)=CC=4)[N:18]=3)=[CH:15][C:14]([C:43]([N:46]3[CH2:51][CH2:50][O:49][CH2:48][CH2:47]3)([CH3:45])[CH3:44])=[CH:13][N:12]=2)[CH:5]=[N:6][C:7]=1[O:8][CH3:9].FC(F)(F)S(O)(=O)=O.[OH-].[Na+]. The catalyst is C(O)(C(F)(F)F)=O. The product is [F:1][C:2]1[CH:3]=[C:4]([NH:10][C:11]2[C:16]([C:17]3[N:22]=[C:21]([CH3:23])[N:20]=[C:19]([NH2:24])[N:18]=3)=[CH:15][C:14]([C:43]([N:46]3[CH2:51][CH2:50][O:49][CH2:48][CH2:47]3)([CH3:45])[CH3:44])=[CH:13][N:12]=2)[CH:5]=[N:6][C:7]=1[O:8][CH3:9]. The yield is 0.291. (2) The reactants are [F:1][C:2]1[CH:7]=[C:6]([F:8])[CH:5]=[CH:4][C:3]=1[NH:9][C:10]([NH:12][C:13]1[CH:18]=[CH:17][C:16]([O:19][C:20]2[C:29]3[C:24](=[CH:25][C:26]([OH:32])=[C:27]([O:30][CH3:31])[CH:28]=3)[N:23]=[CH:22][CH:21]=2)=[CH:15][C:14]=1[F:33])=[O:11].C(=O)([O-])[O-].[K+].[K+].Cl.Cl[CH2:42][CH2:43][N:44]1[CH2:49][CH2:48][O:47][CH2:46][CH2:45]1.C(=O)([O-])O.[Na+]. The catalyst is [I-].C([N+](CCCC)(CCCC)CCCC)CCC.CN(C)C=O. The product is [F:1][C:2]1[CH:7]=[C:6]([F:8])[CH:5]=[CH:4][C:3]=1[NH:9][C:10]([NH:12][C:13]1[CH:18]=[CH:17][C:16]([O:19][C:20]2[C:29]3[C:24](=[CH:25][C:26]([O:32][CH2:42][CH2:43][N:44]4[CH2:49][CH2:48][O:47][CH2:46][CH2:45]4)=[C:27]([O:30][CH3:31])[CH:28]=3)[N:23]=[CH:22][CH:21]=2)=[CH:15][C:14]=1[F:33])=[O:11]. The yield is 0.570. (3) The reactants are [Br:1][C:2]1[NH:3][C:4]([Br:8])=[C:5]([Br:7])[N:6]=1.C([O-])([O-])=O.[K+].[K+].[CH3:15][Si:16]([CH2:19][CH2:20][O:21][CH2:22]Cl)([CH3:18])[CH3:17].C(Cl)Cl. The catalyst is CN(C=O)C. The product is [Br:1][C:2]1[N:3]([CH2:22][O:21][CH2:20][CH2:19][Si:16]([CH3:18])([CH3:17])[CH3:15])[C:4]([Br:8])=[C:5]([Br:7])[N:6]=1. The yield is 0.830. (4) The yield is 0.910. The reactants are [Cl:1][C:2]([Cl:7])([Cl:6])[C:3](Cl)=[O:4].[NH:8]1[CH:12]=[CH:11][CH:10]=[CH:9]1.C(=O)([O-])[O-].[Na+].[Na+]. The catalyst is CCOCC.O. The product is [Cl:1][C:2]([Cl:7])([Cl:6])[C:3]([C:9]1[NH:8][CH:12]=[CH:11][CH:10]=1)=[O:4]. (5) The reactants are [Cl:1][C:2]1[CH:3]=[C:4]([CH:41]=[CH:42][C:43]=1F)[C:5]1[C:10]([C:11]2[CH:20]=[CH:19][C:18]3[C:13](=[CH:14][CH:15]=[C:16]([C:21]4[N:25]([CH:26]5[CH2:31][CH2:30][CH2:29][CH2:28][CH2:27]5)[C:24]5[CH:32]=[CH:33][C:34]([C:36]([OH:38])=[O:37])=[CH:35][C:23]=5[N:22]=4)[CH:17]=3)[N:12]=2)=[CH:9][C:8]([O:39][CH3:40])=[CH:7][CH:6]=1.COC(C1C=CC2N(C3CCCCC3)C(C3C=C4C(=CC=3)N=C(C3C=C(OC)C=CC=3Br)C=C4)=NC=2C=1)=O.[Cl:83]C1C=C(B(O)O)C=C(Cl)C=1. No catalyst specified. The product is [CH:26]1([N:25]2[C:24]3[CH:32]=[CH:33][C:34]([C:36]([OH:38])=[O:37])=[CH:35][C:23]=3[N:22]=[C:21]2[C:16]2[CH:17]=[C:18]3[C:13](=[CH:14][CH:15]=2)[N:12]=[C:11]([C:10]2[C:5]([C:4]4[CH:41]=[C:42]([Cl:83])[CH:43]=[C:2]([Cl:1])[CH:3]=4)=[CH:6][CH:7]=[C:8]([O:39][CH3:40])[CH:9]=2)[CH:20]=[CH:19]3)[CH2:31][CH2:30][CH2:29][CH2:28][CH2:27]1. The yield is 0.150. (6) The product is [C:1]1([S:7]([N:10]2[C:14]3=[N:15][CH:16]=[C:17]([N+:20]([O-:22])=[O:21])[C:18]([NH:23][CH:24]4[CH2:29][CH2:28][N:27]([CH2:30][CH2:31][C:32]#[N:33])[CH2:26][CH2:25]4)=[C:13]3[CH:12]=[CH:11]2)(=[O:9])=[O:8])[CH:6]=[CH:5][CH:4]=[CH:3][CH:2]=1. The reactants are [C:1]1([S:7]([N:10]2[C:14]3=[N:15][CH:16]=[C:17]([N+:20]([O-:22])=[O:21])[C:18](Cl)=[C:13]3[CH:12]=[CH:11]2)(=[O:9])=[O:8])[CH:6]=[CH:5][CH:4]=[CH:3][CH:2]=1.[NH2:23][CH:24]1[CH2:29][CH2:28][N:27]([CH2:30][CH2:31][C:32]#[N:33])[CH2:26][CH2:25]1.C(N(C(C)C)CC)(C)C. The yield is 0.930. The catalyst is CC(O)C. (7) The reactants are [CH2:1]([N:8]1[C:16]2[C:11](=[CH:12][C:13](Br)=[CH:14][CH:15]=2)[CH:10]=[CH:9]1)[C:2]1[CH:7]=[CH:6][CH:5]=[CH:4][CH:3]=1.[C:18]([C:21]1[CH:26]=[CH:25][C:24](B(O)O)=[CH:23][CH:22]=1)(=[O:20])[CH3:19].ClCCl.C(=O)([O-])[O-].[K+].[K+]. The catalyst is O1CCOCC1.O.C1C=CC(P(C2C=CC=CC=2)[C-]2C=CC=C2)=CC=1.C1C=CC(P(C2C=CC=CC=2)[C-]2C=CC=C2)=CC=1.Cl[Pd]Cl.[Fe+2]. The product is [CH2:1]([N:8]1[C:16]2[C:11](=[CH:12][C:13]([C:24]3[CH:25]=[CH:26][C:21]([C:18](=[O:20])[CH3:19])=[CH:22][CH:23]=3)=[CH:14][CH:15]=2)[CH:10]=[CH:9]1)[C:2]1[CH:7]=[CH:6][CH:5]=[CH:4][CH:3]=1. The yield is 0.230. (8) The reactants are Br[C:2]1[CH:7]=[CH:6][C:5]([F:8])=[CH:4][C:3]=1[O:9][CH3:10].[C:11]([Cu])#[N:12].[NH4+].[OH-]. The catalyst is CN1CCCC1=O. The product is [F:8][C:5]1[CH:6]=[CH:7][C:2]([C:11]#[N:12])=[C:3]([O:9][CH3:10])[CH:4]=1. The yield is 0.850.